This data is from Catalyst prediction with 721,799 reactions and 888 catalyst types from USPTO. The task is: Predict which catalyst facilitates the given reaction. (1) Reactant: [CH:1]([C@H:4]1[N:9]([C:10]2[N:15]=[C:14]([CH3:16])[C:13]([C:17](OC)=[O:18])=[CH:12][N:11]=2)[CH2:8][CH2:7][N:6]2[C:21]3[CH:27]=[C:26]([S:28]([CH3:31])(=[O:30])=[O:29])[C:25]([C:32](OC)=[O:33])=[CH:24][C:22]=3[N:23]=[C:5]12)([CH3:3])[CH3:2].CC(C[AlH]CC(C)C)C.[NH4+].[Cl-]. Product: [OH:33][CH2:32][C:25]1[C:26]([S:28]([CH3:31])(=[O:30])=[O:29])=[CH:27][C:21]2[N:6]3[CH2:7][CH2:8][N:9]([C:10]4[N:15]=[C:14]([CH3:16])[C:13]([CH2:17][OH:18])=[CH:12][N:11]=4)[C@H:4]([CH:1]([CH3:2])[CH3:3])[C:5]3=[N:23][C:22]=2[CH:24]=1. The catalyst class is: 11. (2) Reactant: [CH3:1][N:2]1[CH:6]=[CH:5][N:4]=[CH:3]1.[Br:7][CH2:8][C:9]1[CH:14]=[CH:13][C:12]([C:15]2[O:16][C:17]([C:20]3[CH:25]=[CH:24][CH:23]=[CH:22][CH:21]=3)=[CH:18][N:19]=2)=[CH:11][CH:10]=1. Product: [Br-:7].[CH3:1][N+:2]1[CH:6]=[CH:5][N:4]([CH2:8][C:9]2[CH:10]=[CH:11][C:12]([C:15]3[O:16][C:17]([C:20]4[CH:21]=[CH:22][CH:23]=[CH:24][CH:25]=4)=[CH:18][N:19]=3)=[CH:13][CH:14]=2)[CH:3]=1. The catalyst class is: 1. (3) Reactant: C1(C)C=CC=CC=1.[H-].C([Al+]CC(C)C)C(C)C.C[O:19][C:20](=O)/[CH:21]=[C:22](\[CH3:39])/[CH2:23]/[CH:24]=[CH:25]/[C@H:26]([CH3:38])[C@@H:27]([O:30][Si:31]([CH2:36][CH3:37])([CH2:34][CH3:35])[CH2:32][CH3:33])[CH2:28][CH3:29].O.O.O.O.C(C(C(C([O-])=O)O)O)([O-])=O.[Na+].[K+]. Product: [CH3:39]/[C:22](/[CH2:23]/[CH:24]=[CH:25]/[C@H:26]([CH3:38])[C@@H:27]([O:30][Si:31]([CH2:34][CH3:35])([CH2:36][CH3:37])[CH2:32][CH3:33])[CH2:28][CH3:29])=[CH:21]\[CH2:20][OH:19]. The catalyst class is: 27. (4) Reactant: [OH-].[Na+].C([O:5][C:6]([C:8]1[CH:9]=[N:10][N:11]([CH3:31])[C:12]=1[C:13](=[O:30])[NH:14][C:15]1[CH:20]=[CH:19][N:18]2[CH:21]=[C:22]([C:24]3[CH:29]=[CH:28][CH:27]=[CH:26][CH:25]=3)[N:23]=[C:17]2[N:16]=1)=[O:7])C.O.Cl. Product: [CH3:31][N:11]1[C:12]([C:13](=[O:30])[NH:14][C:15]2[CH:20]=[CH:19][N:18]3[CH:21]=[C:22]([C:24]4[CH:29]=[CH:28][CH:27]=[CH:26][CH:25]=4)[N:23]=[C:17]3[N:16]=2)=[C:8]([C:6]([OH:7])=[O:5])[CH:9]=[N:10]1. The catalyst class is: 219. (5) Product: [C:18]([NH2:17])(=[O:29])[C:19]1[CH:24]=[CH:23][CH:22]=[CH:21][CH:20]=1. Reactant: C(OC1C(NC(=O)C[NH:17][C:18](=[O:29])[C:19]2[CH:24]=[CH:23][CH:22]=[C:21](C(F)(F)F)[CH:20]=2)CN(C(OCC2C=CC=CC=2)=O)C1)C1C=CC=CC=1.[Si](I)(C)(C)C. The catalyst class is: 4. (6) Reactant: Br[C:2]1[CH:7]=[CH:6][C:5]([NH:8][C:9](=[O:11])[CH3:10])=[C:4]([CH3:12])[C:3]=1[Cl:13].[Cu](C#N)[C:15]#[N:16].O. Product: [Cl:13][C:3]1[C:4]([CH3:12])=[C:5]([NH:8][C:9](=[O:11])[CH3:10])[CH:6]=[CH:7][C:2]=1[C:15]#[N:16]. The catalyst class is: 3. (7) Reactant: [Br:1][C:2]1[CH:8]=[C:7]([CH3:9])[C:6]([O:10][CH3:11])=[CH:5][C:3]=1[NH2:4].[OH-].[K+].[C:14](Cl)(=[O:18])[CH:15]([CH3:17])[CH3:16]. Product: [Br:1][C:2]1[CH:8]=[C:7]([CH3:9])[C:6]([O:10][CH3:11])=[CH:5][C:3]=1[NH:4][C:14](=[O:18])[CH:15]([CH3:17])[CH3:16]. The catalyst class is: 4. (8) Reactant: Br[C:2]1[CH:10]=[C:9]2[C:5]([CH2:6][CH2:7][C:8]2=[O:11])=[CH:4][CH:3]=1.CC1(C)C(C)(C)OB(/[CH:20]=[CH:21]/[CH2:22][O:23][CH3:24])O1.C([O-])([O-])=O.[Na+].[Na+]. The catalyst class is: 18. Product: [CH3:24][O:23][CH2:22]/[CH:21]=[CH:20]/[C:2]1[CH:10]=[C:9]2[C:5]([CH2:6][CH2:7][C:8]2=[O:11])=[CH:4][CH:3]=1. (9) Reactant: [N:1]1[CH:6]=[CH:5][CH:4]=[C:3]([NH2:7])[CH:2]=1.[Br:8][C:9]1[CH:10]=[CH:11][C:12]([O:18][CH2:19][C:20]2[CH:25]=[CH:24][CH:23]=[CH:22][C:21]=2[C:26]#[N:27])=[C:13]([CH:17]=1)[C:14](O)=[O:15].Cl.CN(C)CCCN=C=NCC.ON1C2C=CC=CC=2N=N1. The catalyst class is: 3. Product: [Br:8][C:9]1[CH:10]=[CH:11][C:12]([O:18][CH2:19][C:20]2[CH:25]=[CH:24][CH:23]=[CH:22][C:21]=2[C:26]#[N:27])=[C:13]([CH:17]=1)[C:14]([NH:7][C:3]1[CH:2]=[N:1][CH:6]=[CH:5][CH:4]=1)=[O:15].